Dataset: NCI-60 drug combinations with 297,098 pairs across 59 cell lines. Task: Regression. Given two drug SMILES strings and cell line genomic features, predict the synergy score measuring deviation from expected non-interaction effect. (1) Drug 1: C1=NC2=C(N=C(N=C2N1C3C(C(C(O3)CO)O)F)Cl)N. Drug 2: C1C(C(OC1N2C=NC3=C2NC=NCC3O)CO)O. Cell line: OVCAR-8. Synergy scores: CSS=31.4, Synergy_ZIP=0.671, Synergy_Bliss=0.962, Synergy_Loewe=-32.3, Synergy_HSA=0.117. (2) Drug 1: CNC(=O)C1=NC=CC(=C1)OC2=CC=C(C=C2)NC(=O)NC3=CC(=C(C=C3)Cl)C(F)(F)F. Drug 2: COCCOC1=C(C=C2C(=C1)C(=NC=N2)NC3=CC=CC(=C3)C#C)OCCOC.Cl. Cell line: OVCAR3. Synergy scores: CSS=-17.6, Synergy_ZIP=1.67, Synergy_Bliss=-11.1, Synergy_Loewe=-25.3, Synergy_HSA=-18.7. (3) Drug 1: COC1=C(C=C2C(=C1)N=CN=C2NC3=CC(=C(C=C3)F)Cl)OCCCN4CCOCC4. Drug 2: CCC1(CC2CC(C3=C(CCN(C2)C1)C4=CC=CC=C4N3)(C5=C(C=C6C(=C5)C78CCN9C7C(C=CC9)(C(C(C8N6C=O)(C(=O)OC)O)OC(=O)C)CC)OC)C(=O)OC)O.OS(=O)(=O)O. Cell line: CAKI-1. Synergy scores: CSS=47.4, Synergy_ZIP=-1.23, Synergy_Bliss=-1.39, Synergy_Loewe=0.553, Synergy_HSA=0.658. (4) Drug 1: CC(C1=C(C=CC(=C1Cl)F)Cl)OC2=C(N=CC(=C2)C3=CN(N=C3)C4CCNCC4)N. Drug 2: CC1CCC2CC(C(=CC=CC=CC(CC(C(=O)C(C(C(=CC(C(=O)CC(OC(=O)C3CCCCN3C(=O)C(=O)C1(O2)O)C(C)CC4CCC(C(C4)OC)OCCO)C)C)O)OC)C)C)C)OC. Cell line: OVCAR-5. Synergy scores: CSS=14.3, Synergy_ZIP=-1.99, Synergy_Bliss=-1.81, Synergy_Loewe=-3.56, Synergy_HSA=-0.394.